From a dataset of Reaction yield outcomes from USPTO patents with 853,638 reactions. Predict the reaction yield, written as a fraction of the theoretical maximum amount of product (1.0 means a 100% yield; for example, 0.34 means a 34% yield). The reactants are [F:1][CH:2]([F:13])[C:3]1[CH:12]=[C:11]2[C:6]([CH2:7][CH2:8][CH2:9][NH:10]2)=[CH:5][CH:4]=1.Br[C:15]1[C:19]2[CH2:20][N:21]([C:24]([O:26][C:27]([CH3:30])([CH3:29])[CH3:28])=[O:25])[CH2:22][CH2:23][C:18]=2[N:17]([CH:31]2[CH2:36][CH2:35][S:34](=[O:38])(=[O:37])[CH2:33][CH2:32]2)[N:16]=1.C1(P(C2CCCCC2)C2C=CC=CC=2C2C(OC(C)C)=CC=CC=2OC(C)C)CCCCC1.C(O[Na])(C)(C)C. The catalyst is O1CCOCC1. The product is [F:13][CH:2]([F:1])[C:3]1[CH:12]=[C:11]2[C:6]([CH2:7][CH2:8][CH2:9][N:10]2[C:15]2[C:19]3[CH2:20][N:21]([C:24]([O:26][C:27]([CH3:30])([CH3:29])[CH3:28])=[O:25])[CH2:22][CH2:23][C:18]=3[N:17]([CH:31]3[CH2:36][CH2:35][S:34](=[O:37])(=[O:38])[CH2:33][CH2:32]3)[N:16]=2)=[CH:5][CH:4]=1. The yield is 0.890.